Dataset: Catalyst prediction with 721,799 reactions and 888 catalyst types from USPTO. Task: Predict which catalyst facilitates the given reaction. (1) Reactant: CN([C@@H:4]1CC2C(=CC=CC=2)[C@H:5]1[OH:13])N.[C:14]([OH:21])(=[O:20])/[CH:15]=[CH:16]\[C:17]([OH:19])=[O:18].CC[OH:24]. Product: [CH2:5]([OH:13])[CH2:4][O:18][C:17]([CH2:16][CH:15]([OH:24])[C:14]([OH:21])=[O:20])=[O:19]. The catalyst class is: 28. (2) Reactant: [Cl:1][C:2]1[CH:7]=[CH:6][C:5]([C:8]2[CH:12]=[C:11]([CH:13]3[CH2:18][CH2:17][N:16](C(OC(C)(C)C)=O)[CH2:15][CH2:14]3)[N:10]([C:26]3[N:31]=[CH:30][CH:29]=[CH:28][N:27]=3)[N:9]=2)=[CH:4][CH:3]=1.ClC1C=CC(C2C=C(C3CCN(C(OC(C)(C)C)=O)CC3)NN=2)=CC=1.BrC1N=CC=CN=1.C([O-])([O-])=O.[Cs+].[Cs+].N1C2C(=CC=C3C=2N=CC=C3)C=CC=1. Product: [Cl:1][C:2]1[CH:3]=[CH:4][C:5]([C:8]2[CH:12]=[C:11]([CH:13]3[CH2:18][CH2:17][NH:16][CH2:15][CH2:14]3)[N:10]([C:26]3[N:27]=[CH:28][CH:29]=[CH:30][N:31]=3)[N:9]=2)=[CH:6][CH:7]=1. The catalyst class is: 432. (3) Reactant: [NH2:1][C:2]1[CH:3]=[CH:4][C:5]([C:8]2[N:13]=[C:12]([OH:14])[CH:11]=[C:10]([CH3:15])[N:9]=2)=[N:6][CH:7]=1.C(N(CC)CC)C.[Cl:23][CH2:24][C:25](Cl)=[O:26]. Product: [Cl:23][CH2:24][C:25]([NH:1][C:2]1[CH:7]=[N:6][C:5]([C:8]2[N:13]=[C:12]([OH:14])[CH:11]=[C:10]([CH3:15])[N:9]=2)=[CH:4][CH:3]=1)=[O:26]. The catalyst class is: 1. (4) Product: [C:7]1([O:6][CH2:5][CH2:4][CH2:3][CH2:2][N:19]2[C:20](=[O:22])[CH2:21][O:17][C:18]2=[O:23])[C:16]2[C:11](=[CH:12][CH:13]=[CH:14][CH:15]=2)[CH:10]=[CH:9][CH:8]=1. Reactant: Br[CH2:2][CH2:3][CH2:4][CH2:5][O:6][C:7]1[C:16]2[C:11](=[CH:12][CH:13]=[CH:14][CH:15]=2)[CH:10]=[CH:9][CH:8]=1.[O:17]1[CH2:21][C:20](=[O:22])[NH:19][C:18]1=[O:23].CN(C)C(N(C)C)=N.Cl. The catalyst class is: 54.